From a dataset of Full USPTO retrosynthesis dataset with 1.9M reactions from patents (1976-2016). Predict the reactants needed to synthesize the given product. (1) Given the product [N+:45]([C:41]1[CH:40]=[C:39]([C:37]2[N:38]=[C:11]([CH2:10][N:9]([CH2:14][C:15]([F:16])([F:17])[F:18])[C:6]3[CH:7]=[CH:8][C:3]([C:1]#[N:2])=[C:4]([C:19]([F:20])([F:21])[F:22])[CH:5]=3)[O:35][N:36]=2)[CH:44]=[CH:43][CH:42]=1)([O-:47])=[O:46], predict the reactants needed to synthesize it. The reactants are: [C:1]([C:3]1[CH:8]=[CH:7][C:6]([N:9]([CH2:14][C:15]([F:18])([F:17])[F:16])[CH2:10][C:11](O)=O)=[CH:5][C:4]=1[C:19]([F:22])([F:21])[F:20])#[N:2].CCN=C=NCCCN(C)C.Cl.[OH:35][NH:36][C:37]([C:39]1[CH:44]=[CH:43][CH:42]=[C:41]([N+:45]([O-:47])=[O:46])[CH:40]=1)=[NH:38]. (2) Given the product [F:1][C:2]1[CH:10]=[CH:9][C:8]([C:11]#[C:12][C:13]2[CH:18]=[CH:17][C:16]([O:19][CH2:20][CH2:21][CH2:22][CH2:23][C:24]3[C:29]([F:30])=[CH:28][C:27]([F:32])=[C:26]([F:33])[C:25]=3[F:34])=[CH:15][CH:14]=2)=[C:7]2[C:3]=1[C:4]([CH2:42][CH2:43][CH2:44][C:45]([OH:47])=[O:46])=[C:5]([CH3:41])[N:6]2[CH2:35][CH2:36][CH2:37][C:38]([OH:40])=[O:39], predict the reactants needed to synthesize it. The reactants are: [F:1][C:2]1[CH:10]=[CH:9][C:8]([C:11]#[C:12][C:13]2[CH:18]=[CH:17][C:16]([O:19][CH2:20][CH2:21][CH2:22][CH2:23][C:24]3[C:29]([F:30])=[C:28](F)[C:27]([F:32])=[C:26]([F:33])[C:25]=3[F:34])=[CH:15][CH:14]=2)=[C:7]2[C:3]=1[C:4]([CH2:42][CH2:43][CH2:44][C:45]([OH:47])=[O:46])=[C:5]([CH3:41])[N:6]2[CH2:35][CH2:36][CH2:37][C:38]([OH:40])=[O:39].CCCCCCC. (3) Given the product [CH2:1]([N:3]1[CH:7]=[C:6]([C:8]2[S:16][C:15]3[C:10](=[N:11][CH:12]=[CH:13][C:14]=3[O:17][C:18]3[CH:23]=[CH:22][C:21]([NH:24][C:25]([CH:26]4[CH2:40][CH2:39][N:29]([C:30]5[CH:35]=[CH:34][CH:33]=[CH:32][CH:31]=5)[C:27]4=[O:28])=[O:36])=[CH:20][C:19]=3[F:37])[CH:9]=2)[N:5]=[CH:4]1)[CH3:2], predict the reactants needed to synthesize it. The reactants are: [CH2:1]([N:3]1[CH:7]=[C:6]([C:8]2[S:16][C:15]3[C:10](=[N:11][CH:12]=[CH:13][C:14]=3[O:17][C:18]3[CH:23]=[CH:22][C:21]([NH:24][C:25](=[O:36])[CH2:26][C:27]([NH:29][C:30]4[CH:35]=[CH:34][CH:33]=[CH:32][CH:31]=4)=[O:28])=[CH:20][C:19]=3[F:37])[CH:9]=2)[N:5]=[CH:4]1)[CH3:2].O=[C:39](NC1C=CC=CC=1)[CH2:40]C(O)=O. (4) Given the product [I-:3].[CH2:1]([N+:15]1([CH2:14][CH2:13][CH:12]([C:7]2[CH:6]=[C:5]([CH3:4])[CH:10]=[CH:9][C:8]=2[OH:11])[C:20]2[CH:25]=[CH:24][CH:23]=[CH:22][CH:21]=2)[CH2:16][CH2:17][CH2:18][CH2:19]1)[CH3:2], predict the reactants needed to synthesize it. The reactants are: [CH2:1]([I:3])[CH3:2].[CH3:4][C:5]1[CH:10]=[CH:9][C:8]([OH:11])=[C:7]([CH:12]([C:20]2[CH:25]=[CH:24][CH:23]=[CH:22][CH:21]=2)[CH2:13][CH2:14][N:15]2[CH2:19][CH2:18][CH2:17][CH2:16]2)[CH:6]=1. (5) Given the product [F:19][C:20]1[CH:25]=[CH:24][C:23]([C:2]2[CH:3]=[N:4][C:5]3[N:6]([CH:8]=[C:9]([CH2:11][O:12][C:13]4[CH:18]=[CH:17][CH:16]=[CH:15][N:14]=4)[N:10]=3)[CH:7]=2)=[C:22]([CH2:29][O:30][CH3:31])[CH:21]=1, predict the reactants needed to synthesize it. The reactants are: Br[C:2]1[CH:3]=[N:4][C:5]2[N:6]([CH:8]=[C:9]([CH2:11][O:12][C:13]3[CH:18]=[CH:17][CH:16]=[CH:15][N:14]=3)[N:10]=2)[CH:7]=1.[F:19][C:20]1[CH:25]=[CH:24][C:23](B(O)O)=[C:22]([CH2:29][O:30][CH3:31])[CH:21]=1. (6) Given the product [CH:27]([C:30]1[CH:34]=[C:33]([CH2:35][S:36]([N:21]2[CH2:20][CH2:19][C:16]3([C:15](=[O:24])[N:14]([C:11]4[CH:12]=[CH:13][C:8]([O:7][C:6]([F:5])([F:25])[F:26])=[CH:9][CH:10]=4)[CH2:18][CH2:17]3)[CH2:23][CH2:22]2)(=[O:37])=[O:38])[O:32][N:31]=1)([CH3:29])[CH3:28], predict the reactants needed to synthesize it. The reactants are: C(O)(=O)C.[F:5][C:6]([F:26])([F:25])[O:7][C:8]1[CH:13]=[CH:12][C:11]([N:14]2[CH2:18][CH2:17][C:16]3([CH2:23][CH2:22][NH:21][CH2:20][CH2:19]3)[C:15]2=[O:24])=[CH:10][CH:9]=1.[CH:27]([C:30]1[CH:34]=[C:33]([CH2:35][S:36](Cl)(=[O:38])=[O:37])[O:32][N:31]=1)([CH3:29])[CH3:28]. (7) Given the product [F:36][C:35]([F:38])([F:37])[S:32]([NH:13][CH2:14][CH2:15][CH2:16][NH:17][CH2:3][C:4]1[N:9]2[CH:10]=[CH:11][N:12]=[C:8]2[CH:7]=[CH:6][CH:5]=1)(=[O:34])=[O:33], predict the reactants needed to synthesize it. The reactants are: Cl.Cl[CH2:3][C:4]1[N:9]2[CH:10]=[CH:11][N:12]=[C:8]2[CH:7]=[CH:6][CH:5]=1.[NH2:13][CH2:14][CH2:15][CH2:16][NH2:17].C(N(CC)CC)C.C1C=CC(N([S:32]([C:35]([F:38])([F:37])[F:36])(=[O:34])=[O:33])[S:32]([C:35]([F:38])([F:37])[F:36])(=[O:34])=[O:33])=CC=1. (8) Given the product [CH2:1]([O:3][C:4]([C@@:6]12[CH2:24][C@H:23]1[CH:22]=[CH:21][CH2:20][CH2:19][CH2:18][CH2:17][CH2:16][C@H:15]([NH:25][C:26]([O:28][CH:29]1[CH2:33][CH2:32][CH2:31][CH2:30]1)=[O:27])[C:14](=[O:34])[N:13]1[C@@H:9]([CH2:10][C@@H:11]([O:35][C:36]3[C:45]4[C:40](=[CH:41][C:42]([O:46][CH3:47])=[CH:43][CH:44]=4)[N:39]=[C:38]([C:48](=[O:52])[CH2:49][Br:54])[CH:37]=3)[CH2:12]1)[C:8](=[O:53])[NH:7]2)=[O:5])[CH3:2], predict the reactants needed to synthesize it. The reactants are: [CH2:1]([O:3][C:4]([C@@:6]12[CH2:24][C@H:23]1[CH:22]=[CH:21][CH2:20][CH2:19][CH2:18][CH2:17][CH2:16][C@H:15]([NH:25][C:26]([O:28][CH:29]1[CH2:33][CH2:32][CH2:31][CH2:30]1)=[O:27])[C:14](=[O:34])[N:13]1[C@@H:9]([CH2:10][C@@H:11]([O:35][C:36]3[C:45]4[C:40](=[CH:41][C:42]([O:46][CH3:47])=[CH:43][CH:44]=4)[N:39]=[C:38]([C:48](=[O:52])[CH:49]=[N+]=[N-])[CH:37]=3)[CH2:12]1)[C:8](=[O:53])[NH:7]2)=[O:5])[CH3:2].[BrH:54].